This data is from Forward reaction prediction with 1.9M reactions from USPTO patents (1976-2016). The task is: Predict the product of the given reaction. (1) Given the reactants [CH2:1]([C:3]1[N:12]([C:13]2[CH:18]=[CH:17][C:16]([F:19])=[CH:15][CH:14]=2)[C:11](=[O:20])[C:10]2[C:5](=[CH:6][CH:7]=[CH:8][C:9]=2[CH3:21])[N:4]=1)[CH3:2].C([O-])(=O)C.[Na+].[Br:27]Br.O, predict the reaction product. The product is: [Br:27][CH:1]([C:3]1[N:12]([C:13]2[CH:14]=[CH:15][C:16]([F:19])=[CH:17][CH:18]=2)[C:11](=[O:20])[C:10]2[C:5](=[CH:6][CH:7]=[CH:8][C:9]=2[CH3:21])[N:4]=1)[CH3:2]. (2) Given the reactants [H-].[Li+].[Al+3].[H-].[H-].[H-].[OH:7][C:8]1[CH:9]=[C:10]([CH:15]=[C:16]([O:18][CH2:19][O:20][CH3:21])[CH:17]=1)[C:11](OC)=[O:12].O.[OH-].[Na+], predict the reaction product. The product is: [OH:12][CH2:11][C:10]1[CH:9]=[C:8]([OH:7])[CH:17]=[C:16]([O:18][CH2:19][O:20][CH3:21])[CH:15]=1. (3) Given the reactants [Br:1][C:2]1[CH:3]=[C:4]([CH2:8][NH:9]C)[CH:5]=[CH:6][CH:7]=1.[C:11]([O:15][C:16]([NH:18][CH2:19][C:20]([OH:22])=O)=[O:17])([CH3:14])([CH3:13])[CH3:12].C1C=CC2N(O)N=NC=2C=1.CCN=C=NCCCN(C)C.Cl.C(=O)([O-])O.[Na+], predict the reaction product. The product is: [Br:1][C:2]1[CH:3]=[C:4]([CH:5]=[CH:6][CH:7]=1)[CH2:8][NH:9][C:20](=[O:22])[CH2:19][NH:18][C:16](=[O:17])[O:15][C:11]([CH3:12])([CH3:13])[CH3:14]. (4) Given the reactants [Br:1][C:2]1[CH:3]=[C:4]([C:8]([OH:10])=O)[N:5]([CH3:7])[CH:6]=1.[NH2:11][CH:12]([CH2:22][C:23]1[CH:28]=[CH:27][CH:26]=[CH:25][CH:24]=1)[CH2:13][NH:14][C:15](=[O:21])[O:16][C:17]([CH3:20])([CH3:19])[CH3:18].C1CN([P+](Br)(N2CCCC2)N2CCCC2)CC1.F[P-](F)(F)(F)(F)F.CCN(C(C)C)C(C)C, predict the reaction product. The product is: [Br:1][C:2]1[CH:3]=[C:4]([C:8]([NH:11][CH:12]([CH2:22][C:23]2[CH:24]=[CH:25][CH:26]=[CH:27][CH:28]=2)[CH2:13][NH:14][C:15](=[O:21])[O:16][C:17]([CH3:20])([CH3:18])[CH3:19])=[O:10])[N:5]([CH3:7])[CH:6]=1. (5) The product is: [C:18]([C:21]1[C:29]2[C:24](=[CH:25][CH:26]=[C:27]([O:30][CH2:31][C:2]3[CH:7]=[CH:6][CH:5]=[CH:4][CH:3]=3)[CH:28]=2)[N:23]([CH2:35][C:36]([OH:38])=[O:37])[CH:22]=1)(=[O:20])[CH3:19]. Given the reactants C(O[C:2]1[CH:7]=[C:6]2[C:5](=[CH:4][CH:3]=1)NC=C2)[C:2]1[CH:7]=[CH:6][CH:5]=[CH:4][CH:3]=1.[C:18]([C:21]1[C:29]2[C:24](=[CH:25][CH:26]=[C:27]([O:30][C:31](F)(F)F)[CH:28]=2)[N:23]([CH2:35][C:36]([OH:38])=[O:37])[CH:22]=1)(=[O:20])[CH3:19], predict the reaction product.